Dataset: hERG potassium channel inhibition data for cardiac toxicity prediction from Karim et al.. Task: Regression/Classification. Given a drug SMILES string, predict its toxicity properties. Task type varies by dataset: regression for continuous values (e.g., LD50, hERG inhibition percentage) or binary classification for toxic/non-toxic outcomes (e.g., AMES mutagenicity, cardiotoxicity, hepatotoxicity). Dataset: herg_karim. (1) The compound is O=C(NCc1ccc(OC(F)(F)F)cc1)C1c2ccccc2C(=O)N1C[C@@H]1CCCO1. The result is 0 (non-blocker). (2) The molecule is Oc1ccccc1C[C@H](c1ccccc1)N1CCNCC1. The result is 0 (non-blocker). (3) The molecule is CC12CCC(C(NC(=O)[C@@H](CC3CCCCC3)NC(=O)N[C@@H](CCCCN)C(=O)O)C1)C2(C)C.Cl. The result is 0 (non-blocker).